Predict the reaction yield, written as a fraction of the theoretical maximum amount of product (1.0 means a 100% yield; for example, 0.34 means a 34% yield). From a dataset of Reaction yield outcomes from USPTO patents with 853,638 reactions. (1) The reactants are [NH2:1][C:2]12[C:20](=[O:21])[C:19]3[C:14](=[C:15]([N+]([O-])=O)[CH:16]=[CH:17][CH:18]=3)[C:3]1([OH:25])[O:4][C:5]1[CH:10]=[C:9]([CH:11]([CH3:13])[CH3:12])[CH:8]=[CH:7][C:6]=12.[Br:26][CH2:27][C:28](=[O:32])[C:29](O)=[O:30].P(Cl)(Cl)(Cl)=O. The catalyst is C1COCC1. The product is [Br:26][CH2:27][C:28](=[O:32])[C:29]([NH:1][C:2]12[C:20](=[O:21])[C:19]3[C:14](=[CH:15][CH:16]=[CH:17][CH:18]=3)[C:3]1([OH:25])[O:4][C:5]1[CH:10]=[C:9]([CH:11]([CH3:12])[CH3:13])[CH:8]=[CH:7][C:6]=12)=[O:30]. The yield is 0.130. (2) The reactants are [N:1]1([C:7]2[C:8]3[N:16]=[C:15]([C:17]4[CH:18]=[N:19][CH:20]=[CH:21][CH:22]=4)[S:14][C:9]=3[N:10]=[C:11]([NH2:13])[N:12]=2)[CH2:6][CH2:5][NH:4][CH2:3][CH2:2]1.[F:23][C:24]1[CH:34]=[CH:33][C:27]([O:28][CH2:29][C:30](O)=[O:31])=[CH:26][CH:25]=1. No catalyst specified. The product is [NH2:13][C:11]1[N:12]=[C:7]([N:1]2[CH2:6][CH2:5][N:4]([C:30](=[O:31])[CH2:29][O:28][C:27]3[CH:33]=[CH:34][C:24]([F:23])=[CH:25][CH:26]=3)[CH2:3][CH2:2]2)[C:8]2[N:16]=[C:15]([C:17]3[CH:18]=[N:19][CH:20]=[CH:21][CH:22]=3)[S:14][C:9]=2[N:10]=1. The yield is 0.670. (3) The reactants are [CH3:1][O:2][C:3]([C:5]1[C:6](Cl)=[N:7][C:8]([N:12]2[CH2:17][CH2:16][O:15][CH2:14][CH2:13]2)=[CH:9][C:10]=1[CH3:11])=[O:4].C([Sn](CCCC)(CCCC)[C:24]#[C:25][CH2:26][O:27][CH3:28])CCC. The catalyst is O1CCOCC1.Cl[Pd](Cl)([P](C1C=CC=CC=1)(C1C=CC=CC=1)C1C=CC=CC=1)[P](C1C=CC=CC=1)(C1C=CC=CC=1)C1C=CC=CC=1. The product is [CH3:1][O:2][C:3]([C:5]1[C:6]([C:24]#[C:25][CH2:26][O:27][CH3:28])=[N:7][C:8]([N:12]2[CH2:17][CH2:16][O:15][CH2:14][CH2:13]2)=[CH:9][C:10]=1[CH3:11])=[O:4]. The yield is 0.630. (4) The reactants are COC(=O)[C:4]1[C:9]([CH3:10])=[CH:8][CH:7]=[CH:6][C:5]=1[N:11]([CH2:18][CH2:19][CH2:20][C:21]([O:23]CC)=O)[C:12]([O:14][CH:15]([CH3:17])[CH3:16])=[O:13].CC(C)([O-])C.[K+].Cl.[Cl-].[Li+]. The catalyst is C1COCC1.[Cl-].[Na+].O. The product is [CH:15]([O:14][C:12]([N:11]1[CH2:18][CH2:19][CH2:20][C:21](=[O:23])[C:4]2[C:9]([CH3:10])=[CH:8][CH:7]=[CH:6][C:5]1=2)=[O:13])([CH3:16])[CH3:17]. The yield is 0.270. (5) The reactants are [CH3:1][O:2][C:3]([C:5]1[N:6]=[C:7]([NH2:10])[S:8][CH:9]=1)=[O:4].[C:11]([NH:18][C@H:19]([C:27](O)=[O:28])[CH2:20][C:21]1[CH:26]=[CH:25][CH:24]=[CH:23][CH:22]=1)([O:13][C:14]([CH3:17])([CH3:16])[CH3:15])=[O:12].ON1C2C=CC=CC=2N=N1.C(N=C=NC(C)C)(C)C. The catalyst is ClCCl.CN(C)C=O. The product is [CH3:1][O:2][C:3]([C:5]1[N:6]=[C:7]([NH:10][C:27](=[O:28])[C@@H:19]([NH:18][C:11]([O:13][C:14]([CH3:16])([CH3:15])[CH3:17])=[O:12])[CH2:20][C:21]2[CH:26]=[CH:25][CH:24]=[CH:23][CH:22]=2)[S:8][CH:9]=1)=[O:4]. The yield is 0.810. (6) The reactants are [F:1][C:2]1[C:3]([CH2:14][N:15]([CH3:23])[C:16](=[O:22])[O:17][C:18]([CH3:21])([CH3:20])[CH3:19])=[CH:4][NH:5][C:6]=1[C:7]1[C:8]([F:13])=[N:9][CH:10]=[CH:11][CH:12]=1.[H-].[Na+].C1OCCOCCOCCOCCOC1.[CH3:41][N:42]1[C:46]([CH3:47])=[C:45]([S:48](Cl)(=[O:50])=[O:49])[CH:44]=[N:43]1. The catalyst is O1CCCC1.O. The product is [CH3:41][N:42]1[C:46]([CH3:47])=[C:45]([S:48]([N:5]2[C:6]([C:7]3[C:8]([F:13])=[N:9][CH:10]=[CH:11][CH:12]=3)=[C:2]([F:1])[C:3]([CH2:14][N:15]([CH3:23])[C:16](=[O:22])[O:17][C:18]([CH3:19])([CH3:20])[CH3:21])=[CH:4]2)(=[O:50])=[O:49])[CH:44]=[N:43]1. The yield is 0.970. (7) The reactants are [OH:1][C:2]1[CH:3]=[C:4]([CH:9]=[C:10]([O:12][CH2:13][C:14]2[CH:19]=[CH:18][CH:17]=[CH:16][CH:15]=2)[CH:11]=1)[C:5]([O:7]C)=[O:6].[N:20]1([C:24]([C:26]2[CH:31]=[CH:30][C:29](Br)=[CH:28][N:27]=2)=[O:25])[CH2:23][CH2:22][CH2:21]1.C(=O)([O-])[O-].[Cs+].[Cs+]. The catalyst is CC(N(C)C)=O. The product is [N:20]1([C:24]([C:26]2[N:27]=[CH:28][C:29]([O:1][C:2]3[CH:3]=[C:4]([CH:9]=[C:10]([O:12][CH2:13][C:14]4[CH:19]=[CH:18][CH:17]=[CH:16][CH:15]=4)[CH:11]=3)[C:5]([OH:7])=[O:6])=[CH:30][CH:31]=2)=[O:25])[CH2:23][CH2:22][CH2:21]1. The yield is 0.760.